This data is from Catalyst prediction with 721,799 reactions and 888 catalyst types from USPTO. The task is: Predict which catalyst facilitates the given reaction. (1) Reactant: [CH:1]1([CH2:6][C@@H:7]([C:20]([NH:22][NH:23][C:24]2[C:29]([F:30])=[C:28]([N:31]3[CH2:35][CH:34]([N:36]([CH3:38])[CH3:37])[C:33]([CH3:40])([CH3:39])[CH2:32]3)[N:27]=[C:26]([CH3:41])[N:25]=2)=[O:21])[CH2:8][N:9]([O:12]CC2C=CC=CC=2)[CH:10]=[O:11])[CH2:5][CH2:4][CH2:3][CH2:2]1. Product: [CH:1]1([CH2:6][C@@H:7]([C:20]([NH:22][NH:23][C:24]2[C:29]([F:30])=[C:28]([N:31]3[CH2:35][CH:34]([N:36]([CH3:38])[CH3:37])[C:33]([CH3:39])([CH3:40])[CH2:32]3)[N:27]=[C:26]([CH3:41])[N:25]=2)=[O:21])[CH2:8][N:9]([OH:12])[CH:10]=[O:11])[CH2:5][CH2:4][CH2:3][CH2:2]1. The catalyst class is: 19. (2) Reactant: [CH3:1][C:2]1[CH:3]=[N:4][C:5](=[O:8])[NH:6][CH:7]=1.Br[CH2:10][CH2:11][CH2:12][CH2:13][Cl:14].C([O-])([O-])=O.[K+].[K+]. Product: [Cl:14][CH2:13][CH2:12][CH2:11][CH2:10][N:4]1[CH:3]=[C:2]([CH3:1])[CH:7]=[N:6][C:5]1=[O:8]. The catalyst class is: 16. (3) Reactant: [O:1]1[C:10]2[CH:9]=[C:8]([CH2:11][NH:12][C@H:13]3[CH2:17][N:16]([C:18]([O:20][C:21]([CH3:24])([CH3:23])[CH3:22])=[O:19])[C@H:15]([C:25]([O:27]C)=[O:26])[CH2:14]3)[N:7]=[CH:6][C:5]=2[O:4][CH2:3][CH2:2]1.[OH-].[Li+]. Product: [C:21]([O:20][C:18]([N:16]1[CH2:17][C@H:13]([NH:12][CH2:11][C:8]2[N:7]=[CH:6][C:5]3[O:4][CH2:3][CH2:2][O:1][C:10]=3[CH:9]=2)[CH2:14][C@H:15]1[C:25]([OH:27])=[O:26])=[O:19])([CH3:24])([CH3:22])[CH3:23]. The catalyst class is: 87. (4) Reactant: [C:1]([N:5]1[CH2:10][CH2:9][C@@H:8]([N:11]([CH3:21])[C:12](=[O:20])[C:13]2[CH:18]=[CH:17][C:16]([Cl:19])=[CH:15][CH:14]=2)[C@H:7]([C:22]2[CH:27]=[CH:26][C:25]([Cl:28])=[C:24]([Cl:29])[CH:23]=2)[CH2:6]1)(=[O:4])[CH:2]=[CH2:3].C(=O)([O-])[O-].[K+].[K+].[NH:36]1[CH2:40][CH2:39][CH2:38][C:37]1=[O:41].O. Product: [Cl:19][C:16]1[CH:15]=[CH:14][C:13]([C:12]([N:11]([C@@H:8]2[CH2:9][CH2:10][N:5]([C:1](=[O:4])[CH2:2][CH2:3][N:36]3[CH2:40][CH2:39][CH2:38][C:37]3=[O:41])[CH2:6][C@H:7]2[C:22]2[CH:27]=[CH:26][C:25]([Cl:28])=[C:24]([Cl:29])[CH:23]=2)[CH3:21])=[O:20])=[CH:18][CH:17]=1. The catalyst class is: 3. (5) Reactant: [CH3:1][O:2][C:3]1[CH:8]=[C:7]([NH2:9])[C:6]([N+:10]([O-])=O)=[CH:5][N:4]=1.[CH3:13]O. Product: [CH3:1][O:2][C:3]1[N:4]=[CH:5][C:6]2[N:10]=[CH:13][NH:9][C:7]=2[CH:8]=1. The catalyst class is: 45. (6) Reactant: [C:1]([C:3]1[C:4]([C@@H:20]2[CH2:22][C@H:21]2[C:23]([OH:25])=O)=[N:5][C:6]([S:10][CH2:11][C:12]2[CH:17]=[CH:16][CH:15]=[C:14]([F:18])[C:13]=2[F:19])=[N:7][C:8]=1[OH:9])#[N:2].C(N(CC)CC)C.CN(C(ON1N=NC2C=CC=NC1=2)=[N+](C)C)C.F[P-](F)(F)(F)(F)F.[CH2:57]([NH:59][CH2:60][C:61]([CH3:63])=[CH2:62])[CH3:58]. Product: [CH2:57]([N:59]([CH2:60][C:61]([CH3:63])=[CH2:62])[C:23]([C@@H:21]1[CH2:22][C@H:20]1[C:4]1[C:3]([C:1]#[N:2])=[C:8]([OH:9])[N:7]=[C:6]([S:10][CH2:11][C:12]2[CH:17]=[CH:16][CH:15]=[C:14]([F:18])[C:13]=2[F:19])[N:5]=1)=[O:25])[CH3:58]. The catalyst class is: 85. (7) Reactant: [Li+].[BH4-].C[Si](Cl)(C)C.[OH:8][CH2:9][CH2:10][NH:11][C:12](=O)[CH2:13][C:14]1[CH:19]=[CH:18][C:17]([C:20]([F:23])([F:22])[F:21])=[CH:16][CH:15]=1. Product: [F:21][C:20]([F:22])([F:23])[C:17]1[CH:16]=[CH:15][C:14]([CH2:13][CH2:12][NH:11][CH2:10][CH2:9][OH:8])=[CH:19][CH:18]=1. The catalyst class is: 1.